From a dataset of Full USPTO retrosynthesis dataset with 1.9M reactions from patents (1976-2016). Predict the reactants needed to synthesize the given product. (1) Given the product [F:20][C:18]1[CH:17]=[CH:16][C:15]2[C:11]([C:8]3[CH:9]=[CH:10][C:5]([O:4][CH2:3][CH2:2][N:31]4[CH2:32][CH2:33][CH2:28][CH2:29][CH2:30]4)=[CH:6][CH:7]=3)=[N:12][O:13][C:14]=2[CH:19]=1, predict the reactants needed to synthesize it. The reactants are: Br[CH2:2][CH2:3][O:4][C:5]1[CH:10]=[CH:9][C:8]([C:11]2[C:15]3[CH:16]=[CH:17][C:18]([F:20])=[CH:19][C:14]=3[O:13][N:12]=2)=[CH:7][CH:6]=1.C(=O)([O-])[O-].[K+].[K+].[2H][C:28]1([2H])[C:33]([2H])([2H])[C:32]([2H])([2H])[N:31]([2H])[C:30]([2H])([2H])[C:29]1([2H])[2H].C(#N)C. (2) Given the product [CH2:1]([N:3]1[C:11]2[CH:10]=[CH:9][CH:8]=[CH:7][C:6]=2[C:5]2[N:12]=[C:13]([CH2:16][OH:17])[CH:14]=[CH:15][C:4]1=2)[CH3:2], predict the reactants needed to synthesize it. The reactants are: [CH2:1]([N:3]1[C:11]2[CH:10]=[CH:9][CH:8]=[CH:7][C:6]=2[C:5]2[N:12]=[C:13]([C:16](OC)=[O:17])[CH:14]=[CH:15][C:4]1=2)[CH3:2].[H-].C([Al+]CC(C)C)C(C)C.C(O)C.S(=O)(=O)(O)O. (3) Given the product [CH3:14][O:13][C:9]1[CH:8]=[C:7]([N:1]2[CH:5]=[CH:4][CH:3]=[N:2]2)[CH:12]=[CH:11][CH:10]=1, predict the reactants needed to synthesize it. The reactants are: [NH:1]1[CH:5]=[CH:4][CH:3]=[N:2]1.Br[C:7]1[CH:12]=[CH:11][CH:10]=[C:9]([O:13][CH3:14])[CH:8]=1. (4) The reactants are: [CH:1](O)=[O:2].C(OC(=O)C)(=O)C.[CH:11]1([CH2:16][C@H:17]([CH2:21][NH:22][O:23][CH2:24][C:25]2[CH:30]=[CH:29][CH:28]=[CH:27][CH:26]=2)[C:18]([OH:20])=[O:19])[CH2:15][CH2:14][CH2:13][CH2:12]1. Given the product [CH:11]1([CH2:16][C@H:17]([CH2:21][N:22]([CH:1]=[O:2])[O:23][CH2:24][C:25]2[CH:30]=[CH:29][CH:28]=[CH:27][CH:26]=2)[C:18]([OH:20])=[O:19])[CH2:12][CH2:13][CH2:14][CH2:15]1, predict the reactants needed to synthesize it. (5) Given the product [Cl:1][C:2]1[CH:7]=[CH:6][C:5]([CH:8]([C:30]2[CH:31]=[CH:32][C:33]([Cl:36])=[CH:34][CH:35]=2)[C:9]2[CH:10]=[C:11]3[C:16](=[CH:17][CH:18]=2)[N:15]=[C:14]([O:19][CH2:20][CH2:21][OH:22])[N:13]=[C:12]3[NH:23][CH:24]2[CH2:25][CH2:26][N:27]([S:45]([C:48]3[CH:49]=[CH:50][C:51]([C:52]([OH:54])=[O:53])=[CH:55][CH:56]=3)(=[O:47])=[O:46])[CH2:28][CH2:29]2)=[CH:4][CH:3]=1, predict the reactants needed to synthesize it. The reactants are: [Cl:1][C:2]1[CH:7]=[CH:6][C:5]([CH:8]([C:30]2[CH:35]=[CH:34][C:33]([Cl:36])=[CH:32][CH:31]=2)[C:9]2[CH:10]=[C:11]3[C:16](=[CH:17][CH:18]=2)[N:15]=[C:14]([O:19][CH2:20][CH2:21][OH:22])[N:13]=[C:12]3[NH:23][CH:24]2[CH2:29][CH2:28][NH:27][CH2:26][CH2:25]2)=[CH:4][CH:3]=1.C(N(CC)CC)C.Cl[S:45]([C:48]1[CH:56]=[CH:55][C:51]([C:52]([OH:54])=[O:53])=[CH:50][CH:49]=1)(=[O:47])=[O:46]. (6) Given the product [CH2:1]([NH:9][C:10]1[N:15]=[C:14]([N:16]2[C:25]3[N:24]=[C:23]([C:42]4[CH:47]=[CH:46][CH:45]=[CH:44][CH:43]=4)[C:22]([NH2:37])=[CH:21][C:20]=3[CH2:19][CH2:18][CH2:17]2)[CH:13]=[CH:12][N:11]=1)[CH2:2][C:3]1[CH:8]=[CH:7][CH:6]=[CH:5][CH:4]=1, predict the reactants needed to synthesize it. The reactants are: [CH2:1]([NH:9][C:10]1[N:15]=[C:14]([N:16]2[C:25]3[N:24]=[C:23](C4C=CC=CC=4)[C:22](C(O)=O)=[CH:21][C:20]=3[CH2:19][CH2:18][CH2:17]2)[CH:13]=[CH:12][N:11]=1)[CH2:2][C:3]1[CH:8]=[CH:7][CH:6]=[CH:5][CH:4]=1.CC[N:37](CC)CC.[C:42]1(P(N=[N+]=[N-])([C:42]2[CH:47]=[CH:46][CH:45]=[CH:44][CH:43]=2)=O)[CH:47]=[CH:46][CH:45]=[CH:44][CH:43]=1. (7) Given the product [Cl:3][C:4]1[CH:5]=[CH:6][C:7]([S:10]([CH:11]([C:18]2[CH:23]=[C:22]([F:24])[CH:21]=[CH:20][C:19]=2[F:25])[C:12]2[CH:13]=[CH:14][N:15]=[CH:16][CH:17]=2)(=[O:27])=[O:26])=[N:8][CH:9]=1, predict the reactants needed to synthesize it. The reactants are: CO.[Cl:3][C:4]1[CH:5]=[CH:6][C:7]([S:10][CH:11]([C:18]2[CH:23]=[C:22]([F:24])[CH:21]=[CH:20][C:19]=2[F:25])[C:12]2[CH:17]=[CH:16][N:15]=[CH:14][CH:13]=2)=[N:8][CH:9]=1.[OH2:26].[OH:27]OS([O-])=O.[K+]. (8) Given the product [N+:1]([C:4]1[CH:12]=[CH:11][C:7]([C:8]([NH:13][C:14]2[CH:15]=[CH:16][C:17]([C:20](=[O:27])[CH2:21][CH2:22][C:23]([OH:25])=[O:24])=[CH:18][CH:19]=2)=[O:9])=[CH:6][CH:5]=1)([O-:3])=[O:2], predict the reactants needed to synthesize it. The reactants are: [N+:1]([C:4]1[CH:12]=[CH:11][C:7]([C:8](Cl)=[O:9])=[CH:6][CH:5]=1)([O-:3])=[O:2].[NH2:13][C:14]1[CH:19]=[CH:18][C:17]([C:20](=[O:27])[CH2:21][CH2:22][C:23]([O:25]C)=[O:24])=[CH:16][CH:15]=1. (9) Given the product [OH:16][CH2:15][CH2:14][O:13][CH2:12][CH2:11][O:1][C:2]1[CH:9]=[CH:8][C:5]([CH:6]=[C:29]2[NH:23][C:24](=[O:25])[NH:26][C:27]2=[O:28])=[CH:4][CH:3]=1, predict the reactants needed to synthesize it. The reactants are: [OH:1][C:2]1[CH:9]=[CH:8][C:5]([CH:6]=O)=[CH:4][CH:3]=1.Cl[CH2:11][CH2:12][O:13][CH2:14][CH2:15][OH:16].C(=O)([O-])[O-].[K+].[K+].[NH:23]1[CH2:29][C:27](=[O:28])[NH:26][C:24]1=[O:25].O.N.